Predict the product of the given reaction. From a dataset of Forward reaction prediction with 1.9M reactions from USPTO patents (1976-2016). (1) Given the reactants [I:1][C:2]1[CH:7]=[CH:6][C:5]([OH:8])=[CH:4][CH:3]=1.[CH2:9](Cl)[C:10]1[CH:15]=[CH:14][CH:13]=[CH:12][CH:11]=1.C(=O)([O-])[O-].[K+].[K+], predict the reaction product. The product is: [CH2:9]([O:8][C:5]1[CH:6]=[CH:7][C:2]([I:1])=[CH:3][CH:4]=1)[C:10]1[CH:15]=[CH:14][CH:13]=[CH:12][CH:11]=1. (2) Given the reactants [OH:1][CH2:2][C:3]1[CH:4]=[CH:5][C:6]([N+:22]([O-])=O)=[C:7]([NH:9][C@@H:10]2[CH2:15][CH2:14][C@H:13]([C:16]([NH:18][CH:19]([CH3:21])[CH3:20])=[O:17])[CH2:12][CH2:11]2)[CH:8]=1, predict the reaction product. The product is: [NH2:22][C:6]1[CH:5]=[CH:4][C:3]([CH2:2][OH:1])=[CH:8][C:7]=1[NH:9][C@@H:10]1[CH2:11][CH2:12][C@H:13]([C:16]([NH:18][CH:19]([CH3:21])[CH3:20])=[O:17])[CH2:14][CH2:15]1.